From a dataset of Forward reaction prediction with 1.9M reactions from USPTO patents (1976-2016). Predict the product of the given reaction. (1) Given the reactants [CH2:1]([C:4]1[S:31][C:7]2[N:8]=[C:9]([N:25]3[CH:29]=[CH:28][C:27]([NH2:30])=[N:26]3)[N:10]=[C:11]([N:12]3[CH2:17][CH2:16][N:15]4[C:18]([C:21]([F:24])([F:23])[F:22])=[N:19][N:20]=[C:14]4[CH2:13]3)[C:6]=2[CH:5]=1)[CH2:2][CH3:3].C(N(CC)CC)C.[C:39](OC(=O)C)(=[O:41])[CH3:40].C(OCC)(=O)C, predict the reaction product. The product is: [CH2:1]([C:4]1[S:31][C:7]2[N:8]=[C:9]([N:25]3[CH:29]=[CH:28][C:27]([NH:30][C:39](=[O:41])[CH3:40])=[N:26]3)[N:10]=[C:11]([N:12]3[CH2:17][CH2:16][N:15]4[C:18]([C:21]([F:24])([F:23])[F:22])=[N:19][N:20]=[C:14]4[CH2:13]3)[C:6]=2[CH:5]=1)[CH2:2][CH3:3]. (2) Given the reactants [F:1][CH2:2][CH2:3][N:4]1[C:8]2[CH:9]=[CH:10][C:11]([C:13]([OH:15])=O)=[CH:12][C:7]=2[N:6]=[C:5]1[NH:16][C:17]1[S:18][C:19]2[CH:25]=[C:24]([O:26][C:27]([F:30])([F:29])[F:28])[CH:23]=[CH:22][C:20]=2[N:21]=1.[CH3:31][O:32][CH2:33][CH2:34][NH2:35].CN(C(ON1N=NC2C=CC=CC1=2)=[N+](C)C)C.F[P-](F)(F)(F)(F)F.CCN(C(C)C)C(C)C, predict the reaction product. The product is: [CH3:31][O:32][CH2:33][CH2:34][NH:35][C:13]([C:11]1[CH:10]=[CH:9][C:8]2[N:4]([CH2:3][CH2:2][F:1])[C:5]([NH:16][C:17]3[S:18][C:19]4[CH:25]=[C:24]([O:26][C:27]([F:28])([F:30])[F:29])[CH:23]=[CH:22][C:20]=4[N:21]=3)=[N:6][C:7]=2[CH:12]=1)=[O:15].